The task is: Regression. Given two drug SMILES strings and cell line genomic features, predict the synergy score measuring deviation from expected non-interaction effect.. This data is from NCI-60 drug combinations with 297,098 pairs across 59 cell lines. Drug 1: CC1=C(C=C(C=C1)NC(=O)C2=CC=C(C=C2)CN3CCN(CC3)C)NC4=NC=CC(=N4)C5=CN=CC=C5. Drug 2: C1=NC(=NC(=O)N1C2C(C(C(O2)CO)O)O)N. Cell line: HS 578T. Synergy scores: CSS=13.0, Synergy_ZIP=0.582, Synergy_Bliss=6.01, Synergy_Loewe=-4.94, Synergy_HSA=1.42.